From a dataset of Forward reaction prediction with 1.9M reactions from USPTO patents (1976-2016). Predict the product of the given reaction. (1) Given the reactants [C:1]([O:5][C:6](=[O:33])[N:7]([C@@H:21]([C:23]1[C:32]2[C:27](=[CH:28][CH:29]=[CH:30][CH:31]=2)[CH:26]=[CH:25][CH:24]=1)[CH3:22])[CH2:8][CH:9]1[CH2:14][CH2:13][NH:12][CH2:11][CH:10]1[C:15]1[CH:20]=[CH:19][CH:18]=[CH:17][CH:16]=1)([CH3:4])([CH3:3])[CH3:2].[O:34]1[CH:38]=[CH:37][C:36]([CH:39]=O)=[CH:35]1.C(O[BH-](OC(=O)C)OC(=O)C)(=O)C.[N-]=C=O, predict the reaction product. The product is: [O:34]1[CH:38]=[CH:37][C:36]([CH2:39][N:12]2[CH2:13][CH2:14][CH:9]([CH2:8][N:7]([C@@H:21]([C:23]3[C:32]4[C:27](=[CH:28][CH:29]=[CH:30][CH:31]=4)[CH:26]=[CH:25][CH:24]=3)[CH3:22])[C:6](=[O:33])[O:5][C:1]([CH3:2])([CH3:3])[CH3:4])[CH:10]([C:15]3[CH:16]=[CH:17][CH:18]=[CH:19][CH:20]=3)[CH2:11]2)=[CH:35]1. (2) Given the reactants [N+:1]([C:4]1[CH:9]=[CH:8][C:7]([NH:10][C:11]([NH:13][CH:14]([C:16]2[CH:21]=[CH:20][CH:19]=[CH:18][CH:17]=2)[CH3:15])=[O:12])=[CH:6][CH:5]=1)([O-])=O.O.O.Cl[Sn]Cl.O, predict the reaction product. The product is: [NH2:1][C:4]1[CH:5]=[CH:6][C:7]([NH:10][C:11]([NH:13][CH:14]([C:16]2[CH:17]=[CH:18][CH:19]=[CH:20][CH:21]=2)[CH3:15])=[O:12])=[CH:8][CH:9]=1. (3) Given the reactants Cl[C:2]1[C:3]2[N:10]([CH2:11][CH2:12][O:13][CH2:14][CH3:15])[CH:9]=[CH:8][C:4]=2[N:5]=[CH:6][N:7]=1.[Cl:16][C:17]1[CH:18]=[C:19]([CH:21]=[CH:22][C:23]=1[O:24][CH2:25][C:26]1[CH:31]=[CH:30][CH:29]=[CH:28][N:27]=1)[NH2:20], predict the reaction product. The product is: [Cl:16][C:17]1[CH:18]=[C:19]([NH:20][C:2]2[C:3]3[N:10]([CH2:11][CH2:12][O:13][CH2:14][CH3:15])[CH:9]=[CH:8][C:4]=3[N:5]=[CH:6][N:7]=2)[CH:21]=[CH:22][C:23]=1[O:24][CH2:25][C:26]1[CH:31]=[CH:30][CH:29]=[CH:28][N:27]=1. (4) The product is: [Br:1][C:2]1[N:7]=[C:6]([C:8]([O:10][CH3:11])=[O:9])[CH:5]=[CH:4][CH:3]=1. Given the reactants [Br:1][C:2]1[N:7]=[C:6]([C:8]([OH:10])=[O:9])[CH:5]=[CH:4][CH:3]=1.[C:11](=O)([O-])[O-].[K+].[K+].CI, predict the reaction product.